This data is from Reaction yield outcomes from USPTO patents with 853,638 reactions. The task is: Predict the reaction yield, written as a fraction of the theoretical maximum amount of product (1.0 means a 100% yield; for example, 0.34 means a 34% yield). (1) The reactants are [CH2:1]([N:8]([CH2:13][C:14]1[CH:19]=[CH:18][CH:17]=[CH:16][CH:15]=1)[C:9](=[O:12])[CH:10]=[CH2:11])[C:2]1[CH:7]=[CH:6][CH:5]=[CH:4][CH:3]=1.F[C:21](F)(F)[C:22](O)=O. The catalyst is C(Cl)Cl. The product is [CH2:13]([N:8]([CH2:1][C:2]1[CH:3]=[CH:4][CH:5]=[CH:6][CH:7]=1)[C:9]([CH:10]1[CH2:2][CH2:1][N:8]([CH:9]([C:22]2[CH:21]=[CH:6][CH:5]=[CH:4][CH:3]=2)[CH3:10])[CH2:11]1)=[O:12])[C:14]1[CH:19]=[CH:18][CH:17]=[CH:16][CH:15]=1. The yield is 0.770. (2) The reactants are [F:1][C:2]1[CH:3]=[C:4]([C@H:8]([N:13]2[C:21]3[C:16](=[CH:17][CH:18]=[CH:19][CH:20]=3)[CH:15]=[CH:14]2)[C@H:9]([OH:12])[CH2:10][OH:11])[CH:5]=[CH:6][CH:7]=1.[OH-].[K+].[I:24]I.S([O-])([O-])(=O)=S.[Na+].[Na+]. The catalyst is CN(C)C=O. The product is [F:1][C:2]1[CH:3]=[C:4]([C@H:8]([N:13]2[C:21]3[C:16](=[CH:17][CH:18]=[CH:19][CH:20]=3)[C:15]([I:24])=[CH:14]2)[C@H:9]([OH:12])[CH2:10][OH:11])[CH:5]=[CH:6][CH:7]=1. The yield is 0.480. (3) The reactants are [N+:1]([C:4]1[CH:8]=[CH:7][NH:6][N:5]=1)([O-:3])=[O:2].[Si:9]([O:16][CH2:17][CH2:18]Br)([C:12]([CH3:15])([CH3:14])[CH3:13])([CH3:11])[CH3:10].C(=O)([O-])[O-].[Cs+].[Cs+].CN(C=O)C. The catalyst is C(Cl)Cl.O. The product is [Si:9]([O:16][CH2:17][CH2:18][N:6]1[CH:7]=[CH:8][C:4]([N+:1]([O-:3])=[O:2])=[N:5]1)([C:12]([CH3:15])([CH3:14])[CH3:13])([CH3:11])[CH3:10]. The yield is 0.850. (4) The reactants are [CH3:1][C:2]1[CH:10]=[C:9]([Br:11])[CH:8]=[CH:7][C:3]=1[C:4]([OH:6])=[O:5].[CH2:12](O)[C:13]1[CH:18]=[CH:17][CH:16]=[CH:15][CH:14]=1.N1C=CC=CC=1. The catalyst is O=S(Cl)Cl. The product is [Br:11][C:9]1[CH:8]=[CH:7][C:3]([C:4]([O:6][CH2:12][C:13]2[CH:18]=[CH:17][CH:16]=[CH:15][CH:14]=2)=[O:5])=[C:2]([CH3:1])[CH:10]=1. The yield is 0.800. (5) The reactants are C(Cl)(=O)C(Cl)=O.CS(C)=O.[N:11]1[CH:16]=[CH:15][CH:14]=[CH:13][C:12]=1[C:17]1[CH:22]=[CH:21][C:20]([S:23]([N:26]2[CH2:31][CH2:30][CH:29]([CH2:32][OH:33])[CH2:28][CH2:27]2)(=[O:25])=[O:24])=[CH:19][CH:18]=1.C(N(CC)CC)C. The catalyst is C(Cl)Cl.O. The product is [N:11]1[CH:16]=[CH:15][CH:14]=[CH:13][C:12]=1[C:17]1[CH:18]=[CH:19][C:20]([S:23]([N:26]2[CH2:31][CH2:30][CH:29]([CH:32]=[O:33])[CH2:28][CH2:27]2)(=[O:24])=[O:25])=[CH:21][CH:22]=1. The yield is 0.990. (6) The reactants are O.[NH2:2][NH2:3].[CH2:4]([O:6][C:7](=[O:21])[C:8](=O)[CH2:9][C:10](=O)[CH2:11][O:12][C:13]1[CH:18]=[CH:17][CH:16]=[CH:15][CH:14]=1)[CH3:5]. The catalyst is CCO. The product is [CH2:4]([O:6][C:7]([C:8]1[CH:9]=[C:10]([CH2:11][O:12][C:13]2[CH:18]=[CH:17][CH:16]=[CH:15][CH:14]=2)[NH:3][N:2]=1)=[O:21])[CH3:5]. The yield is 0.547. (7) The reactants are [H-].[Al+3].[Li+].[H-].[H-].[H-].C([O:9][C:10](=O)[CH2:11][C:12]1([CH2:17][CH3:18])[O:16][CH2:15][CH2:14][O:13]1)C.[OH-].[Na+].S([O-])([O-])(=O)=O.[Mg+2]. The catalyst is O.O1CCCC1. The product is [CH2:17]([C:12]1([CH2:11][CH2:10][OH:9])[O:16][CH2:15][CH2:14][O:13]1)[CH3:18]. The yield is 0.921. (8) The reactants are [Cl:1][C:2]1[CH:3]=[CH:4][C:5]([S:9][CH3:10])=[C:6]([CH:8]=1)[NH2:7].[O:11]1[C:15]2[CH:16]=[CH:17][CH:18]=[CH:19][C:14]=2[CH:13]=[C:12]1[S:20](Cl)(=[O:22])=[O:21]. No catalyst specified. The product is [Cl:1][C:2]1[CH:3]=[CH:4][C:5]([S:9][CH3:10])=[C:6]([NH:7][S:20]([C:12]2[O:11][C:15]3[CH:16]=[CH:17][CH:18]=[CH:19][C:14]=3[CH:13]=2)(=[O:21])=[O:22])[CH:8]=1. The yield is 0.600. (9) The reactants are [CH3:1][C:2]1[C:10]2[C:5](=[CH:6][CH:7]=[CH:8][C:9]=2[N+:11]([O-:13])=[O:12])[NH:4][N:3]=1.[OH-].[K+].Br[CH2:17][C:18]1[CH:23]=[CH:22][CH:21]=[CH:20][CH:19]=1. The catalyst is CC(C)=O. The product is [CH2:17]([N:4]1[C:5]2[C:10](=[C:9]([N+:11]([O-:13])=[O:12])[CH:8]=[CH:7][CH:6]=2)[C:2]([CH3:1])=[N:3]1)[C:18]1[CH:23]=[CH:22][CH:21]=[CH:20][CH:19]=1. The yield is 0.340. (10) The reactants are [CH3:1][O:2][C:3]1[CH:4]=[C:5]2[C:10](=[CH:11][C:12]=1[O:13][CH3:14])[N:9]=[CH:8][CH:7]=[C:6]2[O:15][C:16]1[CH:22]=[CH:21][C:19]([NH2:20])=[CH:18][CH:17]=1.C(O)C.[Cl:26][C:27]1[CH:28]=[C:29]([C:33]([N:35]=[C:36]=[S:37])=[O:34])[CH:30]=[CH:31][CH:32]=1. The catalyst is C1(C)C=CC=CC=1. The product is [Cl:26][C:27]1[CH:28]=[C:29]([CH:30]=[CH:31][CH:32]=1)[C:33]([NH:35][C:36]([NH:20][C:19]1[CH:21]=[CH:22][C:16]([O:15][C:6]2[C:5]3[C:10](=[CH:11][C:12]([O:13][CH3:14])=[C:3]([O:2][CH3:1])[CH:4]=3)[N:9]=[CH:8][CH:7]=2)=[CH:17][CH:18]=1)=[S:37])=[O:34]. The yield is 0.930.